This data is from Forward reaction prediction with 1.9M reactions from USPTO patents (1976-2016). The task is: Predict the product of the given reaction. (1) The product is: [CH3:43][O:44][C:45]1[N:50]=[CH:49][C:48]([N:51]2[CH2:56][CH2:55][O:54][C:53]3[CH:57]=[N:58][C:59]([O:61][C@H:62]4[CH2:66][CH2:65][N:64]([C:7]([C:5]5[N:4]=[CH:3][N:2]([CH3:1])[CH:6]=5)=[O:9])[CH2:63]4)=[CH:60][C:52]2=3)=[CH:47][C:46]=1[CH3:67]. Given the reactants [CH3:1][N:2]1[CH:6]=[C:5]([C:7]([OH:9])=O)[N:4]=[CH:3]1.CN(C(ON1N=NC2C=CC=CC1=2)=[N+](C)C)C.F[P-](F)(F)(F)(F)F.CCN(C(C)C)C(C)C.[CH3:43][O:44][C:45]1[N:50]=[CH:49][C:48]([N:51]2[CH2:56][CH2:55][O:54][C:53]3[CH:57]=[N:58][C:59]([O:61][C@H:62]4[CH2:66][CH2:65][NH:64][CH2:63]4)=[CH:60][C:52]2=3)=[CH:47][C:46]=1[CH3:67], predict the reaction product. (2) Given the reactants [CH3:1][N:2]1[C:6]([C:7]([F:10])([F:9])[F:8])=[C:5]([CH:11]=O)[CH:4]=[N:3]1.[CH3:13][C:14]([S@:17]([NH2:19])=[O:18])([CH3:16])[CH3:15].C(OCC)(=O)C.C(OCC)(=O)C.CCCCCCC, predict the reaction product. The product is: [CH3:13][C:14]([S@:17](/[N:19]=[CH:11]/[C:5]1[CH:4]=[N:3][N:2]([CH3:1])[C:6]=1[C:7]([F:10])([F:9])[F:8])=[O:18])([CH3:16])[CH3:15]. (3) Given the reactants [CH3:1][O:2][CH2:3][CH2:4][NH2:5].C1(CN)CCCCC1.[O:14]=[C:15]1[C:23]2([CH2:27][O:26][C:25]3[CH:28]=[C:29]4[C:33](=[CH:34][C:24]2=3)[CH2:32][CH2:31][O:30]4)[C:22]2[C:17](=[CH:18][CH:19]=[CH:20][CH:21]=2)[N:16]1[CH2:35][C:36]1[CH:44]=[CH:43][C:39]([C:40](O)=[O:41])=[CH:38][CH:37]=1.O=C1C2(COC3C=C4C(=CC2=3)CCO4)C2C(=CC=CC=2)N1CC1C=C(C=CC=1)C(O)=O, predict the reaction product. The product is: [CH3:1][O:2][CH2:3][CH2:4][NH:5][C:40](=[O:41])[C:39]1[CH:43]=[CH:44][C:36]([CH2:35][N:16]2[C:17]3[C:22](=[CH:21][CH:20]=[CH:19][CH:18]=3)[C:23]3([CH2:27][O:26][C:25]4[CH:28]=[C:29]5[C:33](=[CH:34][C:24]3=4)[CH2:32][CH2:31][O:30]5)[C:15]2=[O:14])=[CH:37][CH:38]=1. (4) Given the reactants [OH:1][C:2]1[C:15]2[C:14](=[O:16])[C:13]3[C:8](=[CH:9][CH:10]=[CH:11][CH:12]=3)[O:7][C:6]=2[CH:5]=[C:4]([O:17][CH2:18][CH:19]2[CH2:21][O:20]2)[CH:3]=1.FC(F)(F)C(O)=[O:25], predict the reaction product. The product is: [OH:20][CH:19]([CH2:21][OH:25])[CH2:18][O:17][C:4]1[CH:3]=[C:2]([OH:1])[C:15]2[C:14](=[O:16])[C:13]3[C:8]([O:7][C:6]=2[CH:5]=1)=[CH:9][CH:10]=[CH:11][CH:12]=3. (5) The product is: [Cl:17][C:16]1[C:2]([Cl:1])=[CH:3][C:4]2[NH:8][C:7]([C:9](=[O:14])[C:10]([F:13])([F:11])[F:12])=[N:6][C:5]=2[CH:15]=1. Given the reactants [Cl:1][C:2]1[C:16]([Cl:17])=[CH:15][C:5]2[NH:6][C:7]([CH:9]([OH:14])[C:10]([F:13])([F:12])[F:11])=[N:8][C:4]=2[CH:3]=1.CC1(C)N([O-])C(C)(C)CC(OC)C1.[Br-].[K+].Cl[O-].[Na+], predict the reaction product. (6) Given the reactants C(N(CC)CC)C.C1(C)C=CC(S(O)(=O)=O)=CC=1.[CH2:19]([O:26][C:27]([C@@H:29]1[CH2:37][C@H:36]2[C@H:31]([CH2:32][CH2:33][CH2:34][CH2:35]2)[NH:30]1)=[O:28])[C:20]1[CH:25]=[CH:24][CH:23]=[CH:22][CH:21]=1.ON1C2C=CC=CC=2N=N1.[C:48]([C@@H:53]([NH:57][C@H:58]([C:60](O)=[O:61])[CH3:59])[CH2:54][CH2:55][CH3:56])([O:50][CH2:51][CH3:52])=[O:49].C1(N=C=NC2CCCCC2)CCCCC1.C1(NC(=O)NC2CCCCC2)CCCCC1, predict the reaction product. The product is: [CH3:56][CH2:55][CH2:54][C@H:53]([NH:57][C@H:58]([C:60]([N:30]1[C@@H:29]([C:27]([O:26][CH2:19][C:20]2[CH:21]=[CH:22][CH:23]=[CH:24][CH:25]=2)=[O:28])[CH2:37][C@H:36]2[C@@H:31]1[CH2:32][CH2:33][CH2:34][CH2:35]2)=[O:61])[CH3:59])[C:48]([O:50][CH2:51][CH3:52])=[O:49]. (7) Given the reactants FC(F)(F)[C:3]1[CH:4]=[C:5]([NH:9][C:10](=[O:29])[NH:11][C:12]2[CH:17]=[CH:16][C:15]([C:18]3[S:22][C:21]([CH2:23][CH2:24][C:25](OC)=O)=[N:20][CH:19]=3)=[CH:14][CH:13]=2)[CH:6]=[CH:7][CH:8]=1.[CH3:32][C:33]1[N:37]=[C:36]([CH2:38][CH:39]2CCC(C3SC(C4C=CC(N)=CC=4)=CN=3)[CH2:41][CH2:40]2)[O:35][N:34]=1.C1(N=C=O)C=CC=CC=1, predict the reaction product. The product is: [CH3:32][C:33]1[N:37]=[C:36]([CH2:38][CH:39]2[CH2:25][CH2:24][CH:23]([C:21]3[S:22][C:18]([C:15]4[CH:16]=[CH:17][C:12]([NH:11][C:10]([NH:9][C:5]5[CH:4]=[CH:3][CH:8]=[CH:7][CH:6]=5)=[O:29])=[CH:13][CH:14]=4)=[CH:19][N:20]=3)[CH2:41][CH2:40]2)[O:35][N:34]=1. (8) Given the reactants Cl[C:2]1[C:3]2[S:23](=[O:24])[CH2:22][CH2:21][C:4]=2[N:5]=[C:6]([N:8]2[CH2:13][CH2:12][N:11]([C:14]3[CH:19]=[CH:18][C:17]([Cl:20])=[CH:16][CH:15]=3)[CH2:10][CH2:9]2)[N:7]=1.[Cl:25][C:26]1[CH:27]=[CH:28][C:29]2[N:33]=[C:32]([C@@H:34]([NH2:38])[CH2:35][O:36]C)[NH:31][C:30]=2[CH:39]=1.[CH:40](N(C(C)C)CC)(C)C.O, predict the reaction product. The product is: [Cl:25][C:26]1[CH:27]=[CH:28][C:29]2[N:33]=[C:32]([C@@H:34]([NH:38][C:2]3[C:3]4[S:23](=[O:24])[CH2:22][CH2:21][C:4]=4[N:5]=[C:6]([N:8]4[CH2:13][CH2:12][N:11]([C:14]5[CH:19]=[CH:18][C:17]([Cl:20])=[CH:16][CH:15]=5)[CH2:10][CH2:9]4)[N:7]=3)[C@H:35]([OH:36])[CH3:40])[NH:31][C:30]=2[CH:39]=1. (9) Given the reactants [Cl:1][C:2]1[CH:36]=[CH:35][CH:34]=[C:33]([C:37]([F:40])([F:39])[F:38])[C:3]=1[C:4]([N:6]1[C:14]2[C:9](=[CH:10][CH:11]=[CH:12][CH:13]=2)[C:8]([C:15]2[CH:30]=[CH:29][C:18]([C:19]([O:21][CH2:22][C:23]3[CH:28]=[CH:27][CH:26]=[CH:25][CH:24]=3)=[O:20])=[C:17]([CH2:31][OH:32])[CH:16]=2)=[N:7]1)=[O:5].CC(OI1(OC(C)=O)(OC(C)=O)OC(=O)C2C=CC=CC1=2)=O, predict the reaction product. The product is: [Cl:1][C:2]1[CH:36]=[CH:35][CH:34]=[C:33]([C:37]([F:39])([F:38])[F:40])[C:3]=1[C:4]([N:6]1[C:14]2[C:9](=[CH:10][CH:11]=[CH:12][CH:13]=2)[C:8]([C:15]2[CH:30]=[CH:29][C:18]([C:19]([O:21][CH2:22][C:23]3[CH:28]=[CH:27][CH:26]=[CH:25][CH:24]=3)=[O:20])=[C:17]([CH:31]=[O:32])[CH:16]=2)=[N:7]1)=[O:5]. (10) The product is: [CH3:31][C:22]1[CH2:21][CH2:20][CH2:19][C:18]([CH3:17])([CH3:44])[C:23]=1/[CH:8]=[CH:3]/[C:4](/[CH3:5])=[CH:39]/[CH:38]=[CH:37]/[C:36](/[CH3:35])=[CH:41]/[CH:40]=[O:42]. Given the reactants CN[C:3]1(C2C=CC=CC=2Cl)[C:8](=O)CC[CH2:5][CH2:4]1.[CH3:17][C:18]1[CH:19]=[CH:20][CH:21]=[C:22]([CH3:31])[C:23]=1NC1SCCCN=1.CNC[C@H:35](O)[C:36]1[CH:37]=[CH:38][CH:39]=[C:40]([OH:42])[CH:41]=1.[CH3:44]CN(C(C(C1C=CC=CC=1)CO)=O)CC1C=CN=CC=1, predict the reaction product.